This data is from Forward reaction prediction with 1.9M reactions from USPTO patents (1976-2016). The task is: Predict the product of the given reaction. (1) Given the reactants N[C:2]1[CH:17]=[C:16]([Br:18])[CH:15]=[CH:14][C:3]=1[C:4]([NH:6][NH:7][C:8]1[CH:13]=[CH:12][CH:11]=[CH:10][CH:9]=1)=[O:5].C(O)C.N([O-])=O.[Na+], predict the reaction product. The product is: [Br:18][C:16]1[CH:15]=[C:14]2[C:3]([C:4](=[O:5])[NH:6][N:7]2[C:8]2[CH:13]=[CH:12][CH:11]=[CH:10][CH:9]=2)=[CH:2][CH:17]=1. (2) Given the reactants [F:1][C:2]1[C:3]([NH:26][C:27]2[CH:32]=[CH:31][C:30]([I:33])=[CH:29][C:28]=2[F:34])=[C:4]([C:9]([N:11]2[CH2:14][C:13]([C@H:16]([NH:18]C(=O)OC(C)(C)C)[CH3:17])([OH:15])[CH2:12]2)=[O:10])[CH:5]=[CH:6][C:7]=1[F:8].[ClH:35], predict the reaction product. The product is: [ClH:35].[NH2:18][C@@H:16]([C:13]1([OH:15])[CH2:14][N:11]([C:9]([C:4]2[CH:5]=[CH:6][C:7]([F:8])=[C:2]([F:1])[C:3]=2[NH:26][C:27]2[CH:32]=[CH:31][C:30]([I:33])=[CH:29][C:28]=2[F:34])=[O:10])[CH2:12]1)[CH3:17]. (3) The product is: [CH3:17][C:13]1[C:12]2[C:16](=[C:8]([OH:10])[CH:7]=[C:6]([C:4]([O:3][CH2:1][CH3:2])=[O:5])[CH:11]=2)[NH:15][N:14]=1. Given the reactants [CH2:1]([O:3][C:4]([C:6](=[CH:11][C:12]1[C:13]([CH3:17])=[N:14][NH:15][CH:16]=1)[CH2:7][C:8]([OH:10])=O)=[O:5])[CH3:2].C([O-])(=O)C.[Na+].C([O-])(O)=O.[Na+], predict the reaction product.